From a dataset of Catalyst prediction with 721,799 reactions and 888 catalyst types from USPTO. Predict which catalyst facilitates the given reaction. Reactant: C[Si]([N-][Si](C)(C)C)(C)C.[Li+].[N:11]1[C:20]2[C:15](=[CH:16][C:17]([CH2:21][C:22]([O:24][CH3:25])=[O:23])=[CH:18][CH:19]=2)[CH:14]=[CH:13][CH:12]=1.[CH3:26]I. Product: [N:11]1[C:20]2[C:15](=[CH:16][C:17]([CH:21]([CH3:26])[C:22]([O:24][CH3:25])=[O:23])=[CH:18][CH:19]=2)[CH:14]=[CH:13][CH:12]=1. The catalyst class is: 1.